The task is: Predict which catalyst facilitates the given reaction.. This data is from Catalyst prediction with 721,799 reactions and 888 catalyst types from USPTO. (1) Reactant: Cl.[F:2][C:3]1[CH:9]=[C:8]([O:10][CH3:11])[CH:7]=[CH:6][C:4]=1[NH2:5].[N:12]([O-])=O.[Na+]. Product: [F:2][C:3]1[CH:9]=[C:8]([O:10][CH3:11])[CH:7]=[CH:6][C:4]=1[NH:5][NH2:12]. The catalyst class is: 126. (2) Reactant: C(OC(=O)[NH:7][C@@H:8]1[CH2:12][CH2:11][N:10]([C:13]2[CH:18]=[CH:17][C:16]([Br:19])=[CH:15][N:14]=2)[CH2:9]1)(C)(C)C.C(O)(C(F)(F)F)=O. Product: [Br:19][C:16]1[CH:17]=[CH:18][C:13]([N:10]2[CH2:11][CH2:12][C@@H:8]([NH2:7])[CH2:9]2)=[N:14][CH:15]=1. The catalyst class is: 2.